This data is from NCI-60 drug combinations with 297,098 pairs across 59 cell lines. The task is: Regression. Given two drug SMILES strings and cell line genomic features, predict the synergy score measuring deviation from expected non-interaction effect. (1) Drug 1: C(CC(=O)O)C(=O)CN.Cl. Drug 2: C1=NNC2=C1C(=O)NC=N2. Cell line: A549. Synergy scores: CSS=15.2, Synergy_ZIP=-6.26, Synergy_Bliss=-4.34, Synergy_Loewe=-6.09, Synergy_HSA=-5.47. (2) Drug 1: CC(C)NC(=O)C1=CC=C(C=C1)CNNC.Cl. Drug 2: C1C(C(OC1N2C=NC3=C2NC=NCC3O)CO)O. Cell line: CAKI-1. Synergy scores: CSS=-8.98, Synergy_ZIP=1.74, Synergy_Bliss=0.0632, Synergy_Loewe=-4.93, Synergy_HSA=-4.51. (3) Synergy scores: CSS=35.5, Synergy_ZIP=-6.14, Synergy_Bliss=-1.03, Synergy_Loewe=1.41, Synergy_HSA=3.19. Drug 1: C1=CN(C(=O)N=C1N)C2C(C(C(O2)CO)O)O.Cl. Cell line: SK-MEL-28. Drug 2: C1=NC2=C(N1)C(=S)N=CN2. (4) Drug 1: CN1CCC(CC1)COC2=C(C=C3C(=C2)N=CN=C3NC4=C(C=C(C=C4)Br)F)OC. Drug 2: CCCS(=O)(=O)NC1=C(C(=C(C=C1)F)C(=O)C2=CNC3=C2C=C(C=N3)C4=CC=C(C=C4)Cl)F. Cell line: EKVX. Synergy scores: CSS=18.6, Synergy_ZIP=-2.83, Synergy_Bliss=-2.18, Synergy_Loewe=-15.2, Synergy_HSA=-0.610.